From a dataset of Full USPTO retrosynthesis dataset with 1.9M reactions from patents (1976-2016). Predict the reactants needed to synthesize the given product. (1) Given the product [CH3:37][O:36][C:34](=[O:35])[C:33]1[CH:38]=[CH:39][CH:40]=[CH:41][C:32]=1[CH2:31][N:19]1[C:18](=[O:23])/[C:17](=[CH:16]/[C:12]2[CH:11]=[C:10]3[C:15](=[CH:14][CH:13]=2)[N:7]([CH2:6][C:5]2[CH:24]=[CH:25][C:2]([Cl:1])=[CH:3][C:4]=2[C:26]([F:27])([F:29])[F:28])[N:8]=[CH:9]3)/[S:21][C:20]1=[O:22], predict the reactants needed to synthesize it. The reactants are: [Cl:1][C:2]1[CH:25]=[CH:24][C:5]([CH2:6][N:7]2[C:15]3[C:10](=[CH:11][C:12](/[CH:16]=[C:17]4/[C:18](=[O:23])[NH:19][C:20](=[O:22])[S:21]/4)=[CH:13][CH:14]=3)[CH:9]=[N:8]2)=[C:4]([C:26]([F:29])([F:28])[F:27])[CH:3]=1.Br[CH2:31][C:32]1[CH:41]=[CH:40][CH:39]=[CH:38][C:33]=1[C:34]([O:36][CH3:37])=[O:35]. (2) The reactants are: [Cl:1][C:2]1[C:7]([S:8]([CH3:11])(=[O:10])=[O:9])=[CH:6][C:5]([C:12]2[N:13]([C:33](Cl)=[O:34])[C@@:14]([C:26]3[CH:31]=[CH:30][C:29]([Cl:32])=[CH:28][CH:27]=3)([CH3:25])[C@@:15]([C:18]3[CH:23]=[CH:22][C:21]([Cl:24])=[CH:20][CH:19]=3)([CH3:17])[N:16]=2)=[C:4]([O:36][CH2:37][CH3:38])[CH:3]=1.[CH3:39][S:40]([CH2:43][CH2:44][CH:45]1[CH2:50][CH2:49][NH:48][CH2:47][CH2:46]1)(=[O:42])=[O:41]. Given the product [Cl:1][C:2]1[C:7]([S:8]([CH3:11])(=[O:10])=[O:9])=[CH:6][C:5]([C:12]2[N:13]([C:33]([N:48]3[CH2:49][CH2:50][CH:45]([CH2:44][CH2:43][S:40]([CH3:39])(=[O:42])=[O:41])[CH2:46][CH2:47]3)=[O:34])[C@@:14]([C:26]3[CH:31]=[CH:30][C:29]([Cl:32])=[CH:28][CH:27]=3)([CH3:25])[C@@:15]([C:18]3[CH:19]=[CH:20][C:21]([Cl:24])=[CH:22][CH:23]=3)([CH3:17])[N:16]=2)=[C:4]([O:36][CH2:37][CH3:38])[CH:3]=1, predict the reactants needed to synthesize it. (3) Given the product [Br:8][C:5]1[CH:6]=[CH:7][C:2]([C:17]([OH:19])([CH2:16][C:15]([F:21])([F:20])[F:14])[CH3:18])=[CH:3][CH:4]=1, predict the reactants needed to synthesize it. The reactants are: Br[C:2]1[CH:7]=[CH:6][C:5]([Br:8])=[CH:4][CH:3]=1.[Li]CCCC.[F:14][C:15]([F:21])([F:20])[CH2:16][C:17](=[O:19])[CH3:18]. (4) Given the product [CH3:26][O:27][C:28](=[O:59])[C:29]1[CH:34]=[CH:33][C:22]([C:21](=[O:23])[CH2:24][C:10]2[CH:13]=[C:6]([C:5]3[S:1][C:2]4[CH:19]=[CH:18][CH:17]=[CH:16][C:3]=4[CH:4]=3)[CH:7]=[CH:8][C:9]=2[O:14][CH3:15])=[CH:31][CH:30]=1, predict the reactants needed to synthesize it. The reactants are: [S:1]1[C:5]([C:6]2[CH:7]=[CH:8][C:9]([O:14][CH3:15])=[C:10]([CH:13]=2)C=O)=[CH:4][C:3]2[CH:16]=[CH:17][CH:18]=[CH:19][C:2]1=2.C[C:21]([CH3:24])([O-:23])[CH3:22].[K+].[CH3:26][O:27][C:28](=[O:59])[C:29]1[CH:34]=[CH:33]C(C(P(OC2C=CC=CC=2)(OC2C=CC=CC=2)=O)NC2C=CC=CC=2)=[CH:31][CH:30]=1.Cl. (5) The reactants are: [NH2:1][C:2]1[C:11]2[N:10]=[CH:9][C:8]([CH2:12][CH2:13][C:14]3[CH:22]=[CH:21][C:17]([C:18](Cl)=[O:19])=[CH:16][C:15]=3[CH3:23])=[CH:7][C:6]=2[C:5]2[CH:24]=[CH:25][C:26]([CH3:28])=[CH:27][C:4]=2[N:3]=1.C(N(CC)CC)C.[NH2:36][CH2:37][CH2:38][NH:39][C:40](=[O:42])[CH3:41]. Given the product [C:40]([NH:39][CH2:38][CH2:37][NH:36][C:18](=[O:19])[C:17]1[CH:21]=[CH:22][C:14]([CH2:13][CH2:12][C:8]2[CH:9]=[N:10][C:11]3[C:2]([NH2:1])=[N:3][C:4]4[CH:27]=[C:26]([CH3:28])[CH:25]=[CH:24][C:5]=4[C:6]=3[CH:7]=2)=[C:15]([CH3:23])[CH:16]=1)(=[O:42])[CH3:41], predict the reactants needed to synthesize it.